Dataset: Full USPTO retrosynthesis dataset with 1.9M reactions from patents (1976-2016). Task: Predict the reactants needed to synthesize the given product. (1) Given the product [CH:20]([C:2]1[CH:9]=[CH:8][C:5]([C:6]#[N:7])=[C:4]([O:10][CH3:11])[CH:3]=1)=[O:21], predict the reactants needed to synthesize it. The reactants are: Br[C:2]1[CH:9]=[CH:8][C:5]([C:6]#[N:7])=[C:4]([O:10][CH3:11])[CH:3]=1.[Li]CCCC.CN([CH:20]=[O:21])C.[Cl-].[Na+]. (2) The reactants are: [F:1][C:2]1[C:3]([O:29]C)=[C:4]([C:8]2[N:13]([CH2:14][CH2:15][C:16]3[S:17][CH:18]=[CH:19][CH:20]=3)[C:12](=[O:21])[C:11]([C:22]3[CH:27]=[CH:26][CH:25]=[CH:24][CH:23]=3)=[C:10]([CH3:28])[N:9]=2)[CH:5]=[CH:6][CH:7]=1.B(Br)(Br)Br. Given the product [F:1][C:2]1[C:3]([OH:29])=[C:4]([C:8]2[N:13]([CH2:14][CH2:15][C:16]3[S:17][CH:18]=[CH:19][CH:20]=3)[C:12](=[O:21])[C:11]([C:22]3[CH:27]=[CH:26][CH:25]=[CH:24][CH:23]=3)=[C:10]([CH3:28])[N:9]=2)[CH:5]=[CH:6][CH:7]=1, predict the reactants needed to synthesize it. (3) The reactants are: [CH2:1]([N:5]1[C:13]2[N:12]=[C:11]([Cl:14])[NH:10][C:9]=2[C:8](=[O:15])[N:7]([CH2:16][CH2:17][CH2:18]CC2ON=C(C3C=CC=CC=3)C=2)[C:6]1=[O:31])[CH2:2][CH2:3][CH3:4].C(N1C2N=C(Cl)N(CC=C)C=2C(=O)NC1=O)CCC.[C:51]1([C:57]2[N:61]=[C:60]([S:62]CCCO)[O:59][N:58]=2)[CH:56]=[CH:55][CH:54]=[CH:53][CH:52]=1. Given the product [CH2:1]([N:5]1[C:13]2[N:12]=[C:11]([Cl:14])[NH:10][C:9]=2[C:8](=[O:15])[N:7]([CH2:16][CH2:17][CH2:18][S:62][C:60]2[O:59][N:58]=[C:57]([C:51]3[CH:56]=[CH:55][CH:54]=[CH:53][CH:52]=3)[N:61]=2)[C:6]1=[O:31])[CH2:2][CH2:3][CH3:4], predict the reactants needed to synthesize it. (4) The reactants are: [Mg].Br[CH2:3][CH2:4][CH2:5]/[CH:6]=[CH:7]\[CH2:8][CH2:9][CH2:10][CH2:11][CH3:12].C([O:15][CH2:16][CH3:17])=O.[OH-].[K+]. Given the product [CH3:12][CH2:11][CH2:10][CH2:9][CH2:8]/[CH:7]=[CH:6]\[CH2:5][CH2:4][CH2:3][CH:16]([OH:15])[CH2:17][CH2:3][CH2:4]/[CH:5]=[CH:6]\[CH2:7][CH2:8][CH2:9][CH2:10][CH3:11], predict the reactants needed to synthesize it. (5) Given the product [CH3:40][N:35]1[C:36]2[C:32](=[CH:31][C:30]([C:28]([C:24]3[N:25]=[CH:26][N:27]=[C:22]([N:17]4[CH2:18][CH2:19][CH:14]([N:10]5[CH2:9][CH2:8][C:7]6[CH:20]=[C:3]([O:2][CH3:1])[CH:4]=[CH:5][C:6]=6[NH:12][C:11]5=[O:13])[CH2:15][CH2:16]4)[CH:23]=3)=[O:29])=[CH:38][C:37]=2[CH3:39])[CH:33]=[N:34]1, predict the reactants needed to synthesize it. The reactants are: [CH3:1][O:2][C:3]1[CH:4]=[CH:5][C:6]2[NH:12][C:11](=[O:13])[N:10]([CH:14]3[CH2:19][CH2:18][NH:17][CH2:16][CH2:15]3)[CH2:9][CH2:8][C:7]=2[CH:20]=1.Cl[C:22]1[N:27]=[CH:26][N:25]=[C:24]([C:28]([C:30]2[CH:31]=[C:32]3[C:36](=[C:37]([CH3:39])[CH:38]=2)[N:35]([CH3:40])[N:34]=[CH:33]3)=[O:29])[CH:23]=1. (6) Given the product [ClH:28].[ClH:28].[N:1]1[CH:6]=[CH:5][CH:4]=[CH:3][C:2]=1[N:7]1[CH2:8][CH2:9][CH:10]([NH2:13])[CH2:11][CH2:12]1, predict the reactants needed to synthesize it. The reactants are: [N:1]1[CH:6]=[CH:5][CH:4]=[CH:3][C:2]=1[N:7]1[CH2:12][CH2:11][CH:10]([NH:13]C(=O)OC(C)(C)C)[CH2:9][CH2:8]1.C1COCC1.CO.[ClH:28].